Dataset: Reaction yield outcomes from USPTO patents with 853,638 reactions. Task: Predict the reaction yield, written as a fraction of the theoretical maximum amount of product (1.0 means a 100% yield; for example, 0.34 means a 34% yield). (1) The reactants are CC1(C)CCCC(C)(C)N1.C([Li])CCC.[C:16]([O:20][C:21]([N:23]1[C:31]2[C:26](=[CH:27][CH:28]=[CH:29][C:30]=2[CH2:32][CH3:33])[CH:25]=[CH:24]1)=[O:22])([CH3:19])([CH3:18])[CH3:17].Cl[C:35]([O:37][CH2:38][CH3:39])=[O:36].[Cl-].[NH4+]. The product is [CH3:39][CH2:38][O:37][C:35]([C:24]1[N:23]([C:21]([O:20][C:16]([CH3:19])([CH3:18])[CH3:17])=[O:22])[C:31]2[C:26]([CH:25]=1)=[CH:27][CH:28]=[CH:29][C:30]=2[CH2:32][CH3:33])=[O:36]. The yield is 0.562. The catalyst is O1CCCC1. (2) The reactants are C[Si]([N-][Si](C)(C)C)(C)C.[Li+].[C:11]([C:14]1[CH:15]=[C:16]([CH:21]=[C:22]([Br:25])[C:23]=1[OH:24])[C:17]([O:19][CH3:20])=[O:18])(=[O:13])[CH3:12].[N:26]1([C:32](Cl)=[O:33])[CH2:31][CH2:30][O:29][CH2:28][CH2:27]1.Cl. The catalyst is C1COCC1.O.C(Cl)Cl. The product is [Br:25][C:22]1[CH:21]=[C:16]([CH:15]=[C:14]([C:11](=[O:13])[CH2:12][C:32]([N:26]2[CH2:31][CH2:30][O:29][CH2:28][CH2:27]2)=[O:33])[C:23]=1[OH:24])[C:17]([O:19][CH3:20])=[O:18]. The yield is 0.900. (3) The reactants are Br[C:2]1[N:3]=[C:4]([NH:9][CH2:10][C:11]2[C:16]([Cl:17])=[CH:15][CH:14]=[CH:13][C:12]=2[Cl:18])[C:5]([NH2:8])=[N:6][CH:7]=1.C[O:20][C:21](=[O:37])[CH2:22][N:23]1[CH:27]=[C:26](B2OC(C)(C)C(C)(C)O2)[CH:25]=[N:24]1.C([O-])([O-])=O.[Na+].[Na+]. The catalyst is COCCOC. The product is [NH2:8][C:5]1[N:6]=[CH:7][C:2]([C:26]2[CH:25]=[N:24][N:23]([CH2:22][C:21]([OH:37])=[O:20])[CH:27]=2)=[N:3][C:4]=1[NH:9][CH2:10][C:11]1[C:16]([Cl:17])=[CH:15][CH:14]=[CH:13][C:12]=1[Cl:18]. The yield is 0.260. (4) The reactants are C(OC([N:8]1[CH2:13][CH:12]=[C:11]([C:14]2[C:19]3[CH:20]=[CH:21][O:22][C:18]=3[C:17]([F:23])=[CH:16][CH:15]=2)[CH2:10][CH2:9]1)=O)(C)(C)C.[ClH:24]. The catalyst is ClCCl. The product is [ClH:24].[F:23][C:17]1[C:18]2[O:22][CH:21]=[CH:20][C:19]=2[C:14]([C:11]2[CH2:12][CH2:13][NH:8][CH2:9][CH:10]=2)=[CH:15][CH:16]=1. The yield is 0.900. (5) The reactants are S(NN)([C:4]1[CH:10]=[CH:9][C:7]([CH3:8])=[CH:6][CH:5]=1)(=O)=O.[CH3:13][CH2:14]O.C([N-][CH:20]([CH3:22])[CH3:21])(C)C.[Li+]. The catalyst is Cl.CN(C)CCN(C)C. The product is [CH2:8]1[C:7]2[C:6](=[CH:5][CH:4]=[CH:10][CH:9]=2)[CH:8]=[C:7]1[CH2:9][C:10]1[CH2:4][C:5]2[C:13]([CH:14]=1)=[CH:21][CH:20]=[CH:22][CH:6]=2. The yield is 0.140.